From a dataset of Full USPTO retrosynthesis dataset with 1.9M reactions from patents (1976-2016). Predict the reactants needed to synthesize the given product. Given the product [C:1]([O:5][C:6](=[O:24])[C@@H:7]([NH:10][C:11](=[O:23])[C:12]1[CH:17]=[C:16]([C:18]([F:21])([F:20])[F:19])[CH:15]=[CH:14][C:13]=1[NH:57][CH2:50][C:51]1[CH:56]=[CH:55][CH:54]=[CH:53][CH:52]=1)[CH2:8][CH3:9])([CH3:4])([CH3:3])[CH3:2], predict the reactants needed to synthesize it. The reactants are: [C:1]([O:5][C:6](=[O:24])[C@@H:7]([NH:10][C:11](=[O:23])[C:12]1[CH:17]=[C:16]([C:18]([F:21])([F:20])[F:19])[CH:15]=[CH:14][C:13]=1Cl)[CH2:8][CH3:9])([CH3:4])([CH3:3])[CH3:2].ClC1C=CC(C(F)(F)F)=CC=1C(O)=O.N[C@@H](CC)C(OC(C)(C)C)=O.[CH2:50]([NH2:57])[C:51]1[CH:56]=[CH:55][CH:54]=[CH:53][CH:52]=1.C(=O)([O-])[O-].[K+].[K+].